Task: Regression. Given two drug SMILES strings and cell line genomic features, predict the synergy score measuring deviation from expected non-interaction effect.. Dataset: NCI-60 drug combinations with 297,098 pairs across 59 cell lines (1) Drug 2: N.N.Cl[Pt+2]Cl. Cell line: NCI/ADR-RES. Synergy scores: CSS=39.5, Synergy_ZIP=-5.06, Synergy_Bliss=-2.54, Synergy_Loewe=-1.26, Synergy_HSA=1.29. Drug 1: C1CCC(C(C1)N)N.C(=O)(C(=O)[O-])[O-].[Pt+4]. (2) Drug 1: CC1=CC2C(CCC3(C2CCC3(C(=O)C)OC(=O)C)C)C4(C1=CC(=O)CC4)C. Drug 2: CCN(CC)CCNC(=O)C1=C(NC(=C1C)C=C2C3=C(C=CC(=C3)F)NC2=O)C. Cell line: HCT116. Synergy scores: CSS=3.45, Synergy_ZIP=-0.694, Synergy_Bliss=2.61, Synergy_Loewe=2.77, Synergy_HSA=3.02. (3) Drug 1: CC1=CC=C(C=C1)C2=CC(=NN2C3=CC=C(C=C3)S(=O)(=O)N)C(F)(F)F. Drug 2: C1C(C(OC1N2C=NC3=C2NC=NCC3O)CO)O. Cell line: MDA-MB-231. Synergy scores: CSS=-3.11, Synergy_ZIP=0.939, Synergy_Bliss=-1.42, Synergy_Loewe=-3.46, Synergy_HSA=-4.94. (4) Drug 1: C1=NC2=C(N1)C(=S)N=C(N2)N. Drug 2: COCCOC1=C(C=C2C(=C1)C(=NC=N2)NC3=CC=CC(=C3)C#C)OCCOC.Cl. Cell line: CAKI-1. Synergy scores: CSS=56.8, Synergy_ZIP=-2.59, Synergy_Bliss=-1.23, Synergy_Loewe=2.84, Synergy_HSA=4.55. (5) Drug 1: CNC(=O)C1=NC=CC(=C1)OC2=CC=C(C=C2)NC(=O)NC3=CC(=C(C=C3)Cl)C(F)(F)F. Drug 2: CC(C)(C#N)C1=CC(=CC(=C1)CN2C=NC=N2)C(C)(C)C#N. Cell line: NCI/ADR-RES. Synergy scores: CSS=-2.83, Synergy_ZIP=0.734, Synergy_Bliss=-4.57, Synergy_Loewe=-4.32, Synergy_HSA=-8.88. (6) Drug 2: CC=C1C(=O)NC(C(=O)OC2CC(=O)NC(C(=O)NC(CSSCCC=C2)C(=O)N1)C(C)C)C(C)C. Drug 1: C1=NC2=C(N=C(N=C2N1C3C(C(C(O3)CO)O)O)F)N. Synergy scores: CSS=51.1, Synergy_ZIP=-0.0509, Synergy_Bliss=-4.09, Synergy_Loewe=-44.5, Synergy_HSA=-4.26. Cell line: MDA-MB-435.